This data is from Catalyst prediction with 721,799 reactions and 888 catalyst types from USPTO. The task is: Predict which catalyst facilitates the given reaction. Reactant: C([O:8][C:9]1[CH:14]=[CH:13][C:12]([C@H:15]2[N:18]([C:19]3[CH:24]=[CH:23][C:22]([F:25])=[CH:21][CH:20]=3)[C:17](=[O:26])[C@@H:16]2[CH2:27][CH2:28][C:29]2([C:37]3[CH:42]=[CH:41][C:40]([F:43])=[CH:39][CH:38]=3)[O:34][CH2:33][C:32]([CH3:36])([CH3:35])[CH2:31][O:30]2)=[CH:11][CH:10]=1)C1C=CC=CC=1. Product: [OH:8][C:9]1[CH:14]=[CH:13][C:12]([C@H:15]2[N:18]([C:19]3[CH:20]=[CH:21][C:22]([F:25])=[CH:23][CH:24]=3)[C:17](=[O:26])[C@@H:16]2[CH2:27][CH2:28][C:29]2([C:37]3[CH:38]=[CH:39][C:40]([F:43])=[CH:41][CH:42]=3)[O:30][CH2:31][C:32]([CH3:36])([CH3:35])[CH2:33][O:34]2)=[CH:11][CH:10]=1. The catalyst class is: 29.